Dataset: Catalyst prediction with 721,799 reactions and 888 catalyst types from USPTO. Task: Predict which catalyst facilitates the given reaction. (1) Product: [C:17]([C:20]1[N:21]=[CH:22][N:23]2[C:27]([CH3:28])=[C:26]([Sn:44]([CH2:45][CH2:46][CH2:47][CH3:48])([CH2:49][CH2:50][CH2:51][CH3:52])[CH2:40][CH2:41][CH2:42][CH3:43])[S:25][C:24]=12)(=[O:19])[CH3:18]. The catalyst class is: 116. Reactant: C[Si]([N-][Si](C)(C)C)(C)C.[Li+].CCCCCC.[C:17]([C:20]1[N:21]=[CH:22][N:23]2[C:27]([CH3:28])=[CH:26][S:25][C:24]=12)(=[O:19])[CH3:18].C([Li])CCC.CCCCCC.[CH2:40]([Sn:44](Cl)([CH2:49][CH2:50][CH2:51][CH3:52])[CH2:45][CH2:46][CH2:47][CH3:48])[CH2:41][CH2:42][CH3:43].P([O-])([O-])([O-])=O. (2) Reactant: [H-].[Na+].Cl[C:4]1[C:5]([O:10][CH2:11][CH2:12][O:13][C:14]2[C:15]([N:20]3[CH2:25][CH2:24][N:23]([C:26]([O:28][C:29]([CH3:32])([CH3:31])[CH3:30])=[O:27])[CH2:22][CH2:21]3)=[N:16][CH:17]=[CH:18][N:19]=2)=[N:6][CH:7]=[CH:8][N:9]=1.O.[O:34]1CCOC[CH2:35]1. Product: [CH3:35][O:34][C:4]1[C:5]([O:10][CH2:11][CH2:12][O:13][C:14]2[C:15]([N:20]3[CH2:25][CH2:24][N:23]([C:26]([O:28][C:29]([CH3:32])([CH3:31])[CH3:30])=[O:27])[CH2:22][CH2:21]3)=[N:16][CH:17]=[CH:18][N:19]=2)=[N:6][CH:7]=[CH:8][N:9]=1. The catalyst class is: 5. (3) Reactant: Cl[C:2]1[CH:7]=[CH:6][C:5]([S:8]([CH2:11][C:12]2[S:13][CH:14]=[C:15]([C:17]3[C:18](=[O:31])[NH:19][C:20]4[C:25]([CH:26]=3)=[CH:24][CH:23]=[C:22]([C:27]([F:30])([F:29])[F:28])[CH:21]=4)[N:16]=2)(=[O:10])=[O:9])=[CH:4][CH:3]=1.C(N(C(C)C)CC)(C)C. Product: [C:5]1([S:8]([CH2:11][C:12]2[S:13][CH:14]=[C:15]([C:17]3[C:18](=[O:31])[NH:19][C:20]4[C:25]([CH:26]=3)=[CH:24][CH:23]=[C:22]([C:27]([F:30])([F:29])[F:28])[CH:21]=4)[N:16]=2)(=[O:10])=[O:9])[CH:4]=[CH:3][CH:2]=[CH:7][CH:6]=1. The catalyst class is: 394. (4) Reactant: [CH3:1][C:2]1[CH:11]=[C:10]([Sn](CCCC)(CCCC)CCCC)[CH:9]=[CH:8][C:3]=1[C:4]([O:6][CH3:7])=[O:5].[I:25]I. Product: [I:25][C:10]1[CH:9]=[CH:8][C:3]([C:4]([O:6][CH3:7])=[O:5])=[C:2]([CH3:1])[CH:11]=1. The catalyst class is: 22. (5) Reactant: C[O-].[Na+].[F:4][C:5]1[CH:10]=[CH:9][C:8]([C@H:11]2[CH2:16][C:15](=[O:17])[CH:14]=[CH:13][N:12]2C(O[C@@H]2C[C@H](C)CC[C@H]2C(C)C)=O)=[C:7]([CH3:31])[CH:6]=1. Product: [F:4][C:5]1[CH:10]=[CH:9][C:8]([C@H:11]2[CH2:16][C:15](=[O:17])[CH:14]=[CH:13][NH:12]2)=[C:7]([CH3:31])[CH:6]=1. The catalyst class is: 5. (6) Reactant: [Cl:1][C:2]1[C:7]([C:8]2[CH:13]=[CH:12][CH:11]=[C:10]([CH:14]=O)[CH:9]=2)=[CH:6][C:5]([CH2:16][NH:17][C:18]([C:20]2[CH:25]=[CH:24][CH:23]=[C:22]([C:26]([NH:28][CH2:29][C:30]3[C:31]([NH:43][CH:44]4[CH2:49][CH2:48][O:47][CH2:46][CH2:45]4)=[C:32]4[CH:40]=[N:39][N:38]([CH2:41][CH3:42])[C:33]4=[N:34][C:35]=3[CH2:36][CH3:37])=[O:27])[CH:21]=2)=[O:19])=[CH:4][CH:3]=1.[C@H:50]12[CH2:56][C@H:53]([NH:54][CH2:55]1)[CH2:52][N:51]2C([O-])=O.C(O)(=O)C.C(O[BH-](OC(=O)C)OC(=O)C)(=O)C.[Na+].C(O)(C(F)(F)F)=O. Product: [Cl:1][C:2]1[C:7]([C:8]2[CH:13]=[CH:12][CH:11]=[C:10]([CH2:14][N:51]3[CH2:52][C@@H:53]4[CH2:56][C@H:50]3[CH2:55][NH:54]4)[CH:9]=2)=[CH:6][C:5]([CH2:16][NH:17][C:18]([C:20]2[CH:25]=[CH:24][CH:23]=[C:22]([C:26]([NH:28][CH2:29][C:30]3[C:31]([NH:43][CH:44]4[CH2:45][CH2:46][O:47][CH2:48][CH2:49]4)=[C:32]4[CH:40]=[N:39][N:38]([CH2:41][CH3:42])[C:33]4=[N:34][C:35]=3[CH2:36][CH3:37])=[O:27])[CH:21]=2)=[O:19])=[CH:4][CH:3]=1. The catalyst class is: 279. (7) Product: [CH3:16][C@H:3]([CH2:2][N:24]1[CH2:25][CH2:26][CH:21]([O:20][CH2:17][CH2:18][CH3:19])[CH2:22][CH2:23]1)[CH2:4][N:5]1[C:10]2[CH:11]=[CH:12][CH:13]=[CH:14][C:9]=2[O:8][CH2:7][C:6]1=[O:15]. The catalyst class is: 23. Reactant: I[CH2:2][C@@H:3]([CH3:16])[CH2:4][N:5]1[C:10]2[CH:11]=[CH:12][CH:13]=[CH:14][C:9]=2[O:8][CH2:7][C:6]1=[O:15].[CH2:17]([O:20][CH:21]1[CH2:26][CH2:25][NH:24][CH2:23][CH2:22]1)[CH2:18][CH3:19]. (8) Reactant: [Br:1][C:2]1[CH:3]=[C:4]2[C:9](=[N:10][CH:11]=1)[N:8]([CH2:12][CH3:13])[CH:7]=[C:6]([C:14]([O:16][CH2:17][CH2:18][OH:19])=[O:15])[C:5]2=[O:20].[P:21](O)([O:31][CH2:32][C:33]1[CH:38]=[CH:37][CH:36]=[CH:35][CH:34]=1)([O:23][CH2:24][C:25]1[CH:30]=[CH:29][CH:28]=[CH:27][CH:26]=1)=[O:22].C1(P(C2C=CC=CC=2)C2C=CC=CC=2)C=CC=CC=1.N(C(OC(C)C)=O)=NC(OC(C)C)=O. Product: [Br:1][C:2]1[CH:3]=[C:4]2[C:9](=[N:10][CH:11]=1)[N:8]([CH2:12][CH3:13])[CH:7]=[C:6]([C:14]([O:16][CH2:17][CH2:18][O:19][P:21]([O:23][CH2:24][C:25]1[CH:30]=[CH:29][CH:28]=[CH:27][CH:26]=1)([O:31][CH2:32][C:33]1[CH:38]=[CH:37][CH:36]=[CH:35][CH:34]=1)=[O:22])=[O:15])[C:5]2=[O:20]. The catalyst class is: 7.